From a dataset of Forward reaction prediction with 1.9M reactions from USPTO patents (1976-2016). Predict the product of the given reaction. (1) Given the reactants Cl[C:2]1[C:11]([Cl:12])=[N:10][C:9]2[C:4](=[CH:5][CH:6]=[C:7]([Cl:13])[CH:8]=2)[N:3]=1.[N-:14]=[N+:15]=[N-:16].[Na+], predict the reaction product. The product is: [Cl:12][C:11]1[C:2]2[N:3]([N:14]=[N:15][N:16]=2)[C:4]2[C:9]([N:10]=1)=[CH:8][C:7]([Cl:13])=[CH:6][CH:5]=2. (2) Given the reactants [Cl:1][C:2]1[CH:3]=[C:4]2[O:8][C:7]([C:9]3[N:10]=[C:11]4[N:15]([CH:16]=3)[N:14]=[C:13]([O:17][CH3:18])[S:12]4)=[CH:6][C:5]2=[C:19]([OH:21])[CH:20]=1.[C:22]1([C:28]2[S:29][CH:30]=[C:31]([CH2:33]O)[N:32]=2)[CH:27]=[CH:26][CH:25]=[CH:24][CH:23]=1.C(P(CCCC)CCCC)CCC.C1CCN(C(N=NC(N2CCCCC2)=O)=O)CC1, predict the reaction product. The product is: [Cl:1][C:2]1[CH:20]=[C:19]([O:21][CH2:33][C:31]2[N:32]=[C:28]([C:22]3[CH:23]=[CH:24][CH:25]=[CH:26][CH:27]=3)[S:29][CH:30]=2)[C:5]2[CH:6]=[C:7]([C:9]3[N:10]=[C:11]4[N:15]([CH:16]=3)[N:14]=[C:13]([O:17][CH3:18])[S:12]4)[O:8][C:4]=2[CH:3]=1.